From a dataset of Forward reaction prediction with 1.9M reactions from USPTO patents (1976-2016). Predict the product of the given reaction. (1) Given the reactants C(OC(=O)[N:7]([CH2:11][CH2:12][CH2:13][N:14]1[C:18]([NH2:19])=[C:17]([C:20](=[O:22])[NH2:21])[N:16]=[C:15]1[S:23][C:24]1[C:32]([I:33])=[CH:31][C:27]2[O:28][CH2:29][O:30][C:26]=2[CH:25]=1)[CH:8]([CH3:10])[CH3:9])(C)(C)C.FC(F)(F)C(O)=O, predict the reaction product. The product is: [NH2:19][C:18]1[N:14]([CH2:13][CH2:12][CH2:11][NH:7][CH:8]([CH3:10])[CH3:9])[C:15]([S:23][C:24]2[C:32]([I:33])=[CH:31][C:27]3[O:28][CH2:29][O:30][C:26]=3[CH:25]=2)=[N:16][C:17]=1[C:20]([NH2:21])=[O:22]. (2) Given the reactants C([O:8][C:9]1[CH:10]=[C:11]([C:17]2[O:18][CH:19]=[C:20]([CH2:22][CH:23]([C:28]([C:30]3[CH:35]=[CH:34][CH:33]=[CH:32][C:31]=3[O:36][CH2:37][CH3:38])=[O:29])C(OC)=O)[N:21]=2)[CH:12]=[CH:13][C:14]=1[O:15][CH3:16])C1C=CC=CC=1.Br, predict the reaction product. The product is: [CH2:37]([O:36][C:31]1[CH:32]=[CH:33][CH:34]=[CH:35][C:30]=1[C:28](=[O:29])[CH2:23][CH2:22][C:20]1[N:21]=[C:17]([C:11]2[CH:12]=[CH:13][C:14]([O:15][CH3:16])=[C:9]([OH:8])[CH:10]=2)[O:18][CH:19]=1)[CH3:38]. (3) Given the reactants C([O:3][C:4]([C:6]1[CH:10]=[C:9]([C:11]2[CH:16]=[CH:15][C:14]([Cl:17])=[CH:13][CH:12]=2)[N:8]([CH3:18])[N:7]=1)=O)C.[H-].[Al+3].[Li+].[H-].[H-].[H-], predict the reaction product. The product is: [Cl:17][C:14]1[CH:13]=[CH:12][C:11]([C:9]2[N:8]([CH3:18])[N:7]=[C:6]([CH2:4][OH:3])[CH:10]=2)=[CH:16][CH:15]=1. (4) Given the reactants [N+:1]([C:4]1[CH:9]=[CH:8][C:7]([N+:10]([O-:12])=[O:11])=[CH:6][C:5]=1F)([O-:3])=[O:2].CO[C:16]1[C:21]([CH3:22])=[C:20]([CH3:23])[C:19](OC)=[C:18]([CH3:26])[C:17]=1[OH:27], predict the reaction product. The product is: [N+:1]([C:4]1[CH:9]=[CH:8][C:7]([N+:10]([O-:12])=[O:11])=[CH:6][C:5]=1[O:27][C:17]1[C:18]([CH3:26])=[CH:19][C:20]([CH3:23])=[C:21]([CH3:22])[CH:16]=1)([O-:3])=[O:2]. (5) Given the reactants [C:1]1([CH:7]([C:19]2[CH:24]=[CH:23][CH:22]=[CH:21][CH:20]=2)[CH2:8][N:9](C2C=CC=CC=2)[C:10](=[O:12])[O-])[CH:6]=[CH:5][CH:4]=[CH:3][CH:2]=1.[OH:25][C:26]([C:28]1([C:34]2[CH:39]=[CH:38][CH:37]=[CH:36][CH:35]=2)[CH2:33][CH2:32][NH:31][CH2:30][CH2:29]1)=[O:27].C1CCN2C(=NCCC2)CC1, predict the reaction product. The product is: [C:19]1([CH:7]([C:1]2[CH:2]=[CH:3][CH:4]=[CH:5][CH:6]=2)[CH2:8][NH:9][C:10]([N:31]2[CH2:32][CH2:33][C:28]([C:26]([OH:27])=[O:25])([C:34]3[CH:39]=[CH:38][CH:37]=[CH:36][CH:35]=3)[CH2:29][CH2:30]2)=[O:12])[CH:20]=[CH:21][CH:22]=[CH:23][CH:24]=1. (6) Given the reactants [CH3:1][N:2]1[C:11]2[C:6](=[CH:7][N:8]=[C:9]([CH3:12])[CH:10]=2)[CH:5]=[C:4]([C:13]2[CH:14]=[C:15]([CH:19]=[CH:20][C:21]=2[CH3:22])[C:16](O)=[O:17])[C:3]1=[O:23].CN(C(ON1N=NC2C=CC=NC1=2)=[N+](C)C)C.F[P-](F)(F)(F)(F)F.[CH3:48][C:49]1[CH:50]=[CH:51][C:52]([NH2:55])=[N:53][CH:54]=1.CCN(C(C)C)C(C)C, predict the reaction product. The product is: [CH3:1][N:2]1[C:11]2[C:6](=[CH:7][N:8]=[C:9]([CH3:12])[CH:10]=2)[CH:5]=[C:4]([C:13]2[CH:14]=[C:15]([CH:19]=[CH:20][C:21]=2[CH3:22])[C:16]([NH:55][C:52]2[CH:51]=[CH:50][C:49]([CH3:48])=[CH:54][N:53]=2)=[O:17])[C:3]1=[O:23]. (7) Given the reactants [H-].[Na+].[C:3]([O:7][CH3:8])(=[O:6])[CH2:4][SH:5].[H][H].[CH2:11]([O:13][C:14](=[O:22])[C:15]1[CH:20]=[CH:19][CH:18]=[N:17][C:16]=1Cl)[CH3:12], predict the reaction product. The product is: [CH2:11]([O:13][C:14](=[O:22])[C:15]1[CH:20]=[CH:19][CH:18]=[N:17][C:16]=1[S:5][CH2:4][C:3]([O:7][CH3:8])=[O:6])[CH3:12]. (8) The product is: [NH2:31][C:28]1[N:29]=[CH:30][C:25]([C:2]2[C:7]([Cl:8])=[CH:6][C:5]([NH:9][C:10]3[N:14]=[C:13]([NH2:15])[NH:12][N:11]=3)=[CH:4][C:3]=2[Cl:16])=[CH:26][CH:27]=1. Given the reactants Br[C:2]1[C:7]([Cl:8])=[CH:6][C:5]([NH:9][C:10]2[N:14]=[C:13]([NH2:15])[NH:12][N:11]=2)=[CH:4][C:3]=1[Cl:16].CC1(C)C(C)(C)OB([C:25]2[CH:26]=[CH:27][C:28]([NH2:31])=[N:29][CH:30]=2)O1.C(=O)([O-])[O-].[Na+].[Na+], predict the reaction product. (9) Given the reactants [CH2:1]([NH:3][C:4]([C:6]1[C:14]2[S:13][C:12]([NH:15][C:16](=[O:20])[NH:17][CH2:18][CH3:19])=[N:11][C:10]=2[CH:9]=[C:8](OS(C(F)(F)F)(=O)=O)[CH:7]=1)=[O:5])[CH3:2].B1(B2OCC(C)(C)CO2)OCC(C)(C)CO1.C([O-])(=O)C.[K+].B([O-])[O-].[CH2:53]([O:55][C:56]([C:58]1([CH2:71]C)[CH2:63][CH2:62][N:61]([C:64]2[N:69]=[CH:68][C:67](Br)=[CH:66][N:65]=2)[CH2:60][CH2:59]1)=[O:57])[CH3:54].C(=O)([O-])[O-].[Cs+].[Cs+], predict the reaction product. The product is: [CH2:1]([NH:3][C:4]([C:6]1[C:14]2[S:13][C:12]([NH:15][C:16](=[O:20])[NH:17][CH2:18][CH3:19])=[N:11][C:10]=2[CH:9]=[C:8]([C:67]2[CH:66]=[N:65][C:64]([N:61]3[CH2:62][CH2:63][C:58]([CH3:71])([C:56]([O:55][CH2:53][CH3:54])=[O:57])[CH2:59][CH2:60]3)=[N:69][CH:68]=2)[CH:7]=1)=[O:5])[CH3:2]. (10) Given the reactants [Br:1]N1C(=O)CCC1=O.[NH2:9][C:10]1[CH:19]=[CH:18][C:17]([I:20])=[CH:16][C:11]=1[C:12]([O:14][CH3:15])=[O:13], predict the reaction product. The product is: [NH2:9][C:10]1[C:19]([Br:1])=[CH:18][C:17]([I:20])=[CH:16][C:11]=1[C:12]([O:14][CH3:15])=[O:13].